From a dataset of Reaction yield outcomes from USPTO patents with 853,638 reactions. Predict the reaction yield, written as a fraction of the theoretical maximum amount of product (1.0 means a 100% yield; for example, 0.34 means a 34% yield). The reactants are [CH2:1]([O:3][C:4]1[CH:5]=[C:6]([CH:10]=[CH:11][C:12]=1[O:13][CH2:14][CH3:15])[C:7]([OH:9])=O)[CH3:2].O[NH:17][C:18]([C:20]1[C:21]2[CH:22]=[CH:23][NH:24][C:25]=2[CH:26]=[CH:27][CH:28]=1)=[NH:19].C1CN([P+](Br)(N2CCCC2)N2CCCC2)CC1.F[P-](F)(F)(F)(F)F.CCN(C(C)C)C(C)C. The catalyst is C1COCC1.CCOC(C)=O. The product is [CH2:1]([O:3][C:4]1[CH:5]=[C:6]([C:7]2[O:9][N:19]=[C:18]([C:20]3[CH:28]=[CH:27][CH:26]=[C:25]4[C:21]=3[CH:22]=[CH:23][NH:24]4)[N:17]=2)[CH:10]=[CH:11][C:12]=1[O:13][CH2:14][CH3:15])[CH3:2]. The yield is 0.340.